Dataset: Reaction yield outcomes from USPTO patents with 853,638 reactions. Task: Predict the reaction yield, written as a fraction of the theoretical maximum amount of product (1.0 means a 100% yield; for example, 0.34 means a 34% yield). The reactants are [NH:1]1[CH2:5][CH2:4][CH:3]([CH2:6][NH:7][C:8]([CH:10]2[CH2:15][CH2:14][NH:13][CH2:12][CH2:11]2)=[O:9])[CH2:2]1.[CH2:16]([O:18][C:19]([C:21]1[C:30](=[O:31])[N:29]2[C:24]([C:25]([CH3:34])=[C:26](Cl)[C:27]([F:32])=[CH:28]2)=[C:23]([CH:35]2[CH2:37][CH2:36]2)[CH:22]=1)=[O:20])[CH3:17].C([O-])(O)=O.[Na+]. The catalyst is C(#N)C. The product is [CH2:16]([O:18][C:19]([C:21]1[C:30](=[O:31])[N:29]2[C:24]([C:25]([CH3:34])=[C:26]([N:1]3[CH2:5][CH2:4][CH:3]([CH2:6][NH:7][C:8]([CH:10]4[CH2:15][CH2:14][NH:13][CH2:12][CH2:11]4)=[O:9])[CH2:2]3)[C:27]([F:32])=[CH:28]2)=[C:23]([CH:35]2[CH2:36][CH2:37]2)[CH:22]=1)=[O:20])[CH3:17]. The yield is 0.860.